Predict the reactants needed to synthesize the given product. From a dataset of Full USPTO retrosynthesis dataset with 1.9M reactions from patents (1976-2016). (1) Given the product [OH:10][CH:4]([CH2:5][CH2:6][CH2:7][CH2:8][CH3:9])[CH2:3][CH:2]1[O:23][C:21](=[O:22])[CH2:20][CH2:1]1, predict the reactants needed to synthesize it. The reactants are: [CH2:1]=[CH:2][CH2:3][CH:4]([OH:10])[CH2:5][CH2:6][CH2:7][CH2:8][CH3:9].ICC(N)=O.N(/C(C#N)(C)C[CH2:20][C:21]([OH:23])=[O:22])=N\C(C#N)(C)C[CH2:20][C:21]([OH:23])=[O:22].[Mn]([O-])(=O)(=O)=O.[K+].C(O)=CCCCCCCC. (2) The reactants are: [CH:1]1[C:10]2[CH2:9][CH2:8][CH2:7][CH2:6][C:5]=2[CH:4]=[C:3](O)[N:2]=1.O=P(Cl)(Cl)[Cl:14].C(=O)(O)[O-].[Na+]. Given the product [Cl:14][C:3]1[N:2]=[CH:1][C:10]2[CH2:9][CH2:8][CH2:7][CH2:6][C:5]=2[CH:4]=1, predict the reactants needed to synthesize it. (3) Given the product [CH3:1][C:2]1[C:3]([CH:7]([OH:8])[CH3:9])=[CH:4][S:5][CH:6]=1, predict the reactants needed to synthesize it. The reactants are: [CH3:1][C:2]1[C:3]([CH:7]=[O:8])=[CH:4][S:5][CH:6]=1.[CH3:9][Mg]Br.O1CCCC1.[Cl-].[NH4+]. (4) Given the product [NH2:1][C:2]1[C:7]([C:8](=[O:19])[C:9]2[C:14]([O:15][CH3:16])=[CH:13][CH:12]=[C:11]([F:17])[C:10]=2[F:18])=[CH:6][N:5]=[C:4]([NH:20][C@H:21]2[CH2:26][CH2:25][C@H:24]([NH:27][S:28]([CH2:31][CH2:32][CH2:33][OH:37])(=[O:30])=[O:29])[CH2:23][CH2:22]2)[N:3]=1, predict the reactants needed to synthesize it. The reactants are: [NH2:1][C:2]1[C:7]([C:8](=[O:19])[C:9]2[C:14]([O:15][CH3:16])=[CH:13][CH:12]=[C:11]([F:17])[C:10]=2[F:18])=[CH:6][N:5]=[C:4]([NH:20][C@H:21]2[CH2:26][CH2:25][C@H:24]([NH:27][S:28]([CH2:31][CH2:32][CH2:33]Cl)(=[O:30])=[O:29])[CH2:23][CH2:22]2)[N:3]=1.C([O-])(=[O:37])C.[K+].[I-].[K+].